Dataset: Full USPTO retrosynthesis dataset with 1.9M reactions from patents (1976-2016). Task: Predict the reactants needed to synthesize the given product. (1) Given the product [CH2:1]([O:3][C:4]([C:6]1[C:7]2[C:15]([CH3:16])=[N:14][N:13]([CH:17]3[CH2:22][CH2:21][CH2:20][CH2:19][O:18]3)[C:8]=2[N:9]=[C:10]([C:34]2[CH:35]=[CH:36][C:31]([O:30][CH2:23][C:24]3[CH:25]=[CH:26][CH:27]=[CH:28][CH:29]=3)=[CH:32][C:33]=2[F:40])[CH:11]=1)=[O:5])[CH3:2], predict the reactants needed to synthesize it. The reactants are: [CH2:1]([O:3][C:4]([C:6]1[C:7]2[C:15]([CH3:16])=[N:14][N:13]([CH:17]3[CH2:22][CH2:21][CH2:20][CH2:19][O:18]3)[C:8]=2[N:9]=[C:10](Br)[CH:11]=1)=[O:5])[CH3:2].[CH2:23]([O:30][C:31]1[CH:36]=[CH:35][C:34](B(O)O)=[C:33]([F:40])[CH:32]=1)[C:24]1[CH:29]=[CH:28][CH:27]=[CH:26][CH:25]=1.C(=O)([O-])[O-].[K+].[K+].O. (2) Given the product [CH2:11]([C:9]1[NH:8][N:7]=[C:6]([C:4]([OH:5])=[O:3])[CH:10]=1)[CH2:12][CH2:13][CH3:14], predict the reactants needed to synthesize it. The reactants are: C([O:3][C:4]([C:6]1[CH:10]=[C:9]([CH2:11][CH2:12][CH2:13][CH3:14])[NH:8][N:7]=1)=[O:5])C.[OH-].[Na+].Cl. (3) Given the product [CH2:15]([O:14][C:9]1[CH:8]=[CH:13][C:12]([C:25]2([OH:40])[C:26]3[CH:27]=[CH:28][CH:29]=[CH:30][C:31]=3[C:32]3[C:24]2=[CH:23][CH:22]=[CH:34][CH:33]=3)=[CH:11][CH:10]=1)[CH2:16][CH2:17][CH2:18][CH2:4][CH3:5], predict the reactants needed to synthesize it. The reactants are: II.Br[CH2:4][CH2:5]Br.Br[C:8]1[CH:13]=[CH:12][CH:11]=[CH:10][C:9]=1[O:14][CH:15](CC)[CH2:16][CH2:17][CH3:18].Br[C:22]1[C:23](=O)[C:24]2[C:32](=[CH:33][CH:34]=1)[C:31]1[C:26](=[CH:27][C:28](Br)=[CH:29][CH:30]=1)[CH:25]=2.C1C[O:40]CC1. (4) Given the product [C:1]([O:5][C:6]([N:8]1[CH2:13][CH2:12][CH:11]([S:32][C:33]2[CH:38]=[CH:37][CH:36]=[CH:35][N:34]=2)[CH2:10][CH2:9]1)=[O:7])([CH3:4])([CH3:3])[CH3:2], predict the reactants needed to synthesize it. The reactants are: [C:1]([O:5][C:6]([N:8]1[CH2:13][CH2:12][CH:11](O)[CH2:10][CH2:9]1)=[O:7])([CH3:4])([CH3:3])[CH3:2].C(N(C(C)C)CC)(C)C.FC(F)(F)S(O)(=O)=O.[SH:32][C:33]1[CH:38]=[CH:37][CH:36]=[CH:35][N:34]=1.C(=O)([O-])O.[Na+]. (5) Given the product [ClH:24].[ClH:1].[CH3:38][NH:39][C:40]([C:42]1[C:50]2[CH:49]=[C:48]([C:51]3[C:56]([Br:57])=[CH:55][N:54]=[C:53]([NH:58][CH2:59][CH2:60][CH:61]4[CH2:62][CH2:63][N:64]([CH:3]5[CH2:5][CH2:4]5)[CH2:65][CH2:66]4)[N:52]=3)[S:47][C:46]=2[CH:45]=[CH:44][CH:43]=1)=[O:41], predict the reactants needed to synthesize it. The reactants are: [ClH:1].Cl.[CH:3]1(NC(C2C3C=C(C4C([Cl:24])=CN=C(NCCCC5CCN(C6CC6)CC5)N=4)SC=3C=CC=2)=O)[CH2:5][CH2:4]1.[CH3:38][NH:39][C:40]([C:42]1[C:50]2[CH:49]=[C:48]([C:51]3[C:56]([Br:57])=[CH:55][N:54]=[C:53]([NH:58][CH2:59][CH2:60][CH:61]4[CH2:66][CH2:65][NH:64][CH2:63][CH2:62]4)[N:52]=3)[S:47][C:46]=2[CH:45]=[CH:44][CH:43]=1)=[O:41]. (6) Given the product [NH2:23][C:3]1[CH:4]=[C:5]([S:8]([N:11]2[C:17]3[CH:18]=[CH:19][CH:20]=[CH:21][C:16]=3[C:15](=[O:22])[NH:14][CH2:13][CH2:12]2)(=[O:10])=[O:9])[CH:6]=[CH:7][C:2]=1[Cl:1], predict the reactants needed to synthesize it. The reactants are: [Cl:1][C:2]1[CH:7]=[CH:6][C:5]([S:8]([N:11]2[C:17]3[CH:18]=[CH:19][CH:20]=[CH:21][C:16]=3[C:15](=[O:22])[NH:14][CH2:13][CH2:12]2)(=[O:10])=[O:9])=[CH:4][C:3]=1[N+:23]([O-])=O.Cl.O.[OH-].[Na+]. (7) Given the product [Br:1][C:2]1[S:6][C:5]([C:7]2[CH:8]=[CH:9][C:10]([C:11]([N:16]3[CH2:20][CH2:19][CH2:18][C@H:17]3[CH2:21][N:22]3[CH2:26][CH2:25][CH2:24][CH2:23]3)=[O:13])=[CH:14][CH:15]=2)=[CH:4][CH:3]=1, predict the reactants needed to synthesize it. The reactants are: [Br:1][C:2]1[S:6][C:5]([C:7]2[CH:15]=[CH:14][C:10]([C:11]([OH:13])=O)=[CH:9][CH:8]=2)=[CH:4][CH:3]=1.[NH:16]1[CH2:20][CH2:19][CH2:18][C@H:17]1[CH2:21][N:22]1[CH2:26][CH2:25][CH2:24][CH2:23]1.